From a dataset of Forward reaction prediction with 1.9M reactions from USPTO patents (1976-2016). Predict the product of the given reaction. (1) Given the reactants Cl.O.[OH:3][C:4]12[C:15]3[C:10](=[C:11]([N+:16]([O-])=O)[CH:12]=[CH:13][CH:14]=3)[C:9](=[O:19])[C:8]1([NH:20][C:21]([C:23]1[NH:24][CH:25]=[CH:26][CH:27]=1)=[O:22])[C:7]1[CH:28]=[CH:29][C:30]([CH:32]([CH3:34])[CH3:33])=[CH:31][C:6]=1[O:5]2, predict the reaction product. The product is: [NH2:16][C:11]1[CH:12]=[CH:13][CH:14]=[C:15]2[C:10]=1[C:9](=[O:19])[C:8]1([NH:20][C:21]([C:23]3[NH:24][CH:25]=[CH:26][CH:27]=3)=[O:22])[C:7]3[CH:28]=[CH:29][C:30]([CH:32]([CH3:34])[CH3:33])=[CH:31][C:6]=3[O:5][C:4]12[OH:3]. (2) The product is: [CH2:1]([O:3][C:4](=[O:29])[CH2:5][C:6]1[CH:11]=[CH:10][C:9]([O:12][CH3:13])=[C:8]([O:14][C:15]2[CH:20]=[CH:19][C:18]([NH:21][C:32](=[O:33])[C:31]([CH3:36])([CH3:35])[CH3:30])=[CH:17][C:16]=2[CH2:22][N:23]([C:26](=[O:28])[CH3:27])[CH2:24][CH3:25])[CH:7]=1)[CH3:2]. Given the reactants [CH2:1]([O:3][C:4](=[O:29])[CH2:5][C:6]1[CH:11]=[CH:10][C:9]([O:12][CH3:13])=[C:8]([O:14][C:15]2[CH:20]=[CH:19][C:18]([NH2:21])=[CH:17][C:16]=2[CH2:22][N:23]([C:26](=[O:28])[CH3:27])[CH2:24][CH3:25])[CH:7]=1)[CH3:2].[CH3:30][C:31]([CH3:36])([CH3:35])[C:32](Cl)=[O:33], predict the reaction product. (3) The product is: [OH:14][CH2:13][CH:10]1[O:9][CH:8]([N:5]2[CH:6]=[CH:7][C:2]([NH:1][C:29](=[O:30])[CH2:28][CH2:27][CH2:26][CH2:25][CH2:24][CH2:23][CH2:22][C:16]3[CH:17]=[CH:18][CH:19]=[CH:20][CH:21]=3)=[N:3][C:4]2=[O:15])[CH2:12][O:11]1. Given the reactants [NH2:1][C:2]1[CH:7]=[CH:6][N:5]([CH:8]2[CH2:12][O:11][CH:10]([CH2:13][OH:14])[O:9]2)[C:4](=[O:15])[N:3]=1.[C:16]1([CH2:22][CH2:23][CH2:24][CH2:25][CH2:26][CH2:27][CH2:28][C:29](O)=[O:30])[CH:21]=[CH:20][CH:19]=[CH:18][CH:17]=1.CCN=C=NCCCN(C)C.C([O-])(O)=O.[Na+], predict the reaction product. (4) Given the reactants [F:1][C:2]1[CH:7]=[CH:6][CH:5]=[CH:4][C:3]=1[C:8]1[O:9][C:10]2[C:15]([C:16](=[O:18])[CH:17]=1)=[C:14]([O:19]C)[CH:13]=[C:12]([O:21]C)[C:11]=2[C@@H:23]1[CH2:27][CH2:26][N:25]([CH3:28])[C@H:24]1[CH2:29][OH:30].Cl.N1C=CC=CC=1, predict the reaction product. The product is: [F:1][C:2]1[CH:7]=[CH:6][CH:5]=[CH:4][C:3]=1[C:8]1[O:9][C:10]2[C:15]([C:16](=[O:18])[CH:17]=1)=[C:14]([OH:19])[CH:13]=[C:12]([OH:21])[C:11]=2[C@@H:23]1[CH2:27][CH2:26][N:25]([CH3:28])[C@H:24]1[CH2:29][OH:30]. (5) Given the reactants [Cl:1][C:2]1[CH:7]=[CH:6][C:5]([CH:8]([C:20]2[CH:25]=[CH:24][C:23]([Cl:26])=[CH:22][CH:21]=2)[C:9]2[CH:10]=[C:11]3[C:16](=[CH:17][CH:18]=2)[N:15]=[CH:14][N:13]=[C:12]3Cl)=[CH:4][CH:3]=1.[CH3:27][NH:28][CH2:29][C:30]1[CH:35]=[CH:34][C:33]([C:36]([F:39])([F:38])[F:37])=[CH:32][CH:31]=1, predict the reaction product. The product is: [Cl:1][C:2]1[CH:3]=[CH:4][C:5]([CH:8]([C:20]2[CH:21]=[CH:22][C:23]([Cl:26])=[CH:24][CH:25]=2)[C:9]2[CH:10]=[C:11]3[C:16](=[CH:17][CH:18]=2)[N:15]=[CH:14][N:13]=[C:12]3[N:28]([CH3:27])[CH2:29][C:30]2[CH:31]=[CH:32][C:33]([C:36]([F:37])([F:38])[F:39])=[CH:34][CH:35]=2)=[CH:6][CH:7]=1. (6) Given the reactants [Cl:1][C:2]1[CH:7]=[CH:6][CH:5]=[C:4]([Cl:8])[C:3]=1[CH2:9][S:10]([C:13]1[CH:14]=[C:15]2[C:19](=[CH:20][CH:21]=1)[NH:18][C:17](=[O:22])/[C:16]/2=[CH:23]\[C:24]1[NH:28][C:27]([CH3:29])=[C:26]([CH2:30][CH2:31][C:32]([OH:34])=O)[C:25]=1[CH3:35])(=[O:12])=[O:11].CCN(C(C)C)C(C)C.CN(C(ON1N=NC2C=CC=NC1=2)=[N+](C)C)C.F[P-](F)(F)(F)(F)F.[CH:69]1([NH:72][CH2:73][C@@H:74]2[CH2:78][CH2:77][CH2:76][NH:75]2)[CH2:71][CH2:70]1, predict the reaction product. The product is: [CH:69]1([NH:72][CH2:73][C@@H:74]2[CH2:78][CH2:77][CH2:76][N:75]2[C:32](=[O:34])[CH2:31][CH2:30][C:26]2[C:25]([CH3:35])=[C:24](/[CH:23]=[C:16]3\[C:17](=[O:22])[NH:18][C:19]4[C:15]\3=[CH:14][C:13]([S:10]([CH2:9][C:3]3[C:2]([Cl:1])=[CH:7][CH:6]=[CH:5][C:4]=3[Cl:8])(=[O:12])=[O:11])=[CH:21][CH:20]=4)[NH:28][C:27]=2[CH3:29])[CH2:71][CH2:70]1.